This data is from B-cell epitopes from IEDB database with 3,159 antigens for binding position prediction. The task is: Token-level Classification. Given an antigen amino acid sequence, predict which amino acid positions are active epitope sites capable of antibody binding. Output is a list of indices for active positions. (1) Given the antigen sequence: MARTKQTARKSTGGKAPRKQLATKAARKSAPATGGVKKPHRYRPGTVALREIRRYQKSTELLIRKLPFQRLVREIAQDFKTDLRFQSSAVMALQEACEAYLVGLFEDTNLCAIHAKRVTIMPKDIQLARRIRGERA, which amino acid positions are active epitope sites? The epitope positions are: [83, 84, 85, 86, 87, 88, 89, 90, 91, 92, 93, 94, 95, 96, 97, 98, 99, 100]. The amino acids at these positions are: RFQSSAVMALQEACEAYL. (2) The epitope positions are: [98, 99, 100, 101, 102, 103, 104, 105, 106, 107, 108, 109, 110, 111, 112]. The amino acids at these positions are: PSAFFLFCSEYRPKI. Given the antigen sequence: MGKGDPKKPRGKMSSYAFFVQTCREEHKKKHPDASVNFSEFSKKCSERWKTMSAKEKGKFEDMAKADKARYEREMKTYIPPKGETKKKFKDPNAPKRPPSAFFLFCSEYRPKIKGEHPGLSIGDVAKKLGEMWNNTAADDKQPYEKKAAKLKEKYEKDIAAYRAKGKPDAAKKGVVKAEKSKKKKEEEEDEEDEEDEEEEEDEEDEDEEEDDDDE, which amino acid positions are active epitope sites? (3) Given the antigen sequence: MTYPRRRYRRRRHRPRSHLGQILRRRPWLVHPRHRYRWRRKNGIFNTRLSRTIGYTVKATTVRTPSWNVDMMRFNINDFLPPGGGSNPLTVPFEYYRIRKVKVEFWPCSPITQGDRGVGSTAVILDDNFVTKATALTYDPYVNYSSRHTIPQPFSYHSRYFTPKPVLDSTIDYFQPNNKRNQLWLRLQTAGNVDHVGLGTAFENSIYDQEYNIRVTMYVQFREFNLKDPPLNP, which amino acid positions are active epitope sites? The epitope positions are: [57, 58, 59, 60, 61, 62]. The amino acids at these positions are: KATTVR. (4) Given the antigen sequence: MKKRKVLIPLMALSTILVSSTGNLEVIQAEVKQENRLLNESESSSQGLLGYYFSDLNFQAPMVVTSSTTGDLSIPSSELENIPSENQYFQSAIWSGFIKVKKSDEYTFATSADNHVTMWVDDQEVINKASNSNKIRLEKGRLYQIKIQYQRENPTEKGLDFKLYWTDSQNKKEVISSDNLQLPELKQKSSNSRKKRSTSAGPTVPDRDNDGIPDSLEVEGYTVDVKNKRTFLSPWISNIHEKKGLTKYKSSPEKWSTASDPYSDFEKVTGRIDKNVSPEARHPLVAAYPIVHVDMENIILSKNEDQSTQNTDSQTRTISKNTSTSRTHTSEVHGNAEVHASFFDIGGSVSAGFSNSNSSTVAIDHSLSLAGERTWAETMGLNTADTARLNANIRYVNTGTAPIYNVLPTTSLVLGKNQTLATIKAKENQLSQILAPNNYYPSKNLAPIALNAQDDFSSTPITMNYNQFLELEKTKQLRLDTDQVYGNIATYNFENGRVRV..., which amino acid positions are active epitope sites? The epitope positions are: [332, 333, 334, 335, 336, 337, 338, 339, 340, 341, 342, 343, 344, 345, 346, 347]. The amino acids at these positions are: HGNAEVHASFFDIGGS. (5) The epitope positions are: [257, 258, 259, 260, 261, 262, 263, 264, 265, 266, 267, 268, 269, 270, 271, 272]. The amino acids at these positions are: MSSIKLKEEQRITTTS. Given the antigen sequence: MGPPGSPWQWVTLLLGLLLPPAAPFWLLNVLFPPHTTPKAELSNHTRPVILVPGCLGNQLEAKLDKPDVVNWMCYRKTEDFFTIWLDLNMFLPLGVDCWIDNTRVVYNRSSGLVSNAPGVQIRVPGFGKTYSVEYLDSSKLAGYLHTLVQNLVNNGYVRDETVRAAPYDWRLEPGQQEEYYRKLAGLVEEMHAAYGKPVFLIGHSLGCLHLLYFLLRQPQAWKDRFIDGFISLGAPWGGSIKPMLVLASGDNQGIPIMSSIKLKEEQRITTTSPWMFPSRMAWPEDHVFISTPSFNYTGRDFQRFFADLHFEEGWYMWLQSRDLLAGLPAPGVEVYCLYGVGLPTPRTYIYDHGFPYTDPVGVLYEDGDDTVATRSTELCGLWQGRQPQPVHLLPLHGIQHLNMVFSNLTLEHINAILLGAYRQGPPASPTASPEPPPPE, which amino acid positions are active epitope sites? (6) Given the antigen sequence: NSARGEHGLDVADFLNEIHSIIGLPPFVPPSRRHARRGVGINGLIDDVIAILPVDELKALFQEKLETSPDFKALYDAIRSPEFQSIISTLNAMPEYQDLLQNLRDKGVDVDHFIELIRSLFGLP, which amino acid positions are active epitope sites? The epitope positions are: [96, 97, 98, 99, 100, 101, 102, 103, 104, 105, 106, 107]. The amino acids at these positions are: QDLLQNLRDKGV. (7) Given the antigen sequence: MSSKLVNYLRLTFLSFLGIASTSLDAMPAGNPAFPVIPGINIEQKNACSFDLCNSYDVLSALSGNLKLCFCGDYIFSEEAQVKDVPVVTSVTTAGVGPSPDITSTTKTRNFDLVNCNLNTNCVAVAFSLPDRSLSAIPLFDVSFEVKVGGLKQYYRLPMNAYRDFTSEPLNSESEVTDGMIEVQSNYGFVWDVSLKKVIWKDGVSFVGVGADYRHASCPIDYIIANSQANPEVFIADSDGKLNFKEWSVCVGLTTYVNDYVLPYLAFSIGSVSRQAPDDSFKKLEDRFTNLKFKVRRITSSHRGNICIGATNYVADNFFYNVEGRWGSQRAVNVSGGFQF, which amino acid positions are active epitope sites? The epitope positions are: [275, 276, 277, 278, 279, 280, 281, 282, 283, 284, 285, 286, 287, 288, 289, 290, 291, 292]. The amino acids at these positions are: APDDSFKKLEDRFTNLKF. (8) Given the antigen sequence: MAPPAKRARRGKGVLVKWGEGKDLITMCFFIGLVPPGYKYLGPGNSLDQGEPTNPSDAAAKEHDEAYAAYLRSGKNPYLYFSPADQRFIDQTKDAKDWGGKIGHYFFRAKKAIAPVLTDTPDHPSTSRPTKPTKRSKPPPHIFINLAKKKKAGAGQVKRDNLAPMSDGAVQPDGGQPAVRNERATGSGNGSGGGGGGGSGGVGISTGTFNNQTEFKFLENGWVEITANSSRLVHLNMPESENYRRVVVNNMDKTAVNGNMALDDIHAQIVTPWSLVDANAWGVWFNPGDWQLIVNTMSELHLVSFEQEIFNVVLKTVSESATQPPTKVYNNDLTASLMVALDSNNTMPFTPAAMRSETLGFYPWKPTIPTPWRYYFQWDRTLIPSHTGTSGTPTNIYHGTDPDDVQFYTIENSVPVHLLRTGDEFATGTFFFDCKPCRLTHTWQTNRALGLPPFLNSLPQSEGATNFGDIGVQQDKRRGVTQMGNTNYITEATIMRPAEV..., which amino acid positions are active epitope sites? The epitope positions are: [581, 582, 583, 584, 585, 586, 587, 588, 589]. The amino acids at these positions are: INFNLPVTN.